From a dataset of Reaction yield outcomes from USPTO patents with 853,638 reactions. Predict the reaction yield, written as a fraction of the theoretical maximum amount of product (1.0 means a 100% yield; for example, 0.34 means a 34% yield). (1) The product is [NH:1]1[C:9]2[CH2:8][CH2:7][CH2:6][NH:5][C:4]=2[CH:3]=[N:2]1. The catalyst is C(O)(C(F)(F)F)=O.CO.[Pt](=O)=O. The reactants are [NH:1]1[C:9]2[C:4](=[N:5][CH:6]=[CH:7][CH:8]=2)[CH:3]=[N:2]1.[OH-].[NH4+]. The yield is 0.830. (2) The catalyst is CN(C)C1C=CN=CC=1.C(OCC)(=O)C. The reactants are [F:1][C:2]([F:9])([F:8])[C:3]1([CH2:6][OH:7])[CH2:5][CH2:4]1.ClCCl.[CH3:13][C:14]1[CH:19]=[CH:18][C:17]([S:20](Cl)(=[O:22])=[O:21])=[CH:16][CH:15]=1. The product is [F:1][C:2]([F:9])([F:8])[C:3]1([CH2:6][O:7][S:20]([C:17]2[CH:18]=[CH:19][C:14]([CH3:13])=[CH:15][CH:16]=2)(=[O:22])=[O:21])[CH2:5][CH2:4]1. The yield is 0.700. (3) The reactants are [Cl:1][C:2]1[CH:7]=[CH:6][C:5]([S:8]([N:11]([CH2:21][C:22]2[CH:31]=[CH:30][C:25]([C:26](OC)=[O:27])=[CH:24][CH:23]=2)[C@H:12]([C:15]2[CH:20]=[CH:19][CH:18]=[CH:17][CH:16]=2)[CH2:13][CH3:14])(=[O:10])=[O:9])=[CH:4][CH:3]=1.[NH2:32][C@H:33]([CH3:36])[CH2:34][OH:35]. The catalyst is C(OCC)(=O)C. The product is [Cl:1][C:2]1[CH:3]=[CH:4][C:5]([S:8]([N:11]([CH2:21][C:22]2[CH:31]=[CH:30][C:25]([C:26]([NH:32][C@H:33]([CH3:36])[CH2:34][OH:35])=[O:27])=[CH:24][CH:23]=2)[C@H:12]([C:15]2[CH:20]=[CH:19][CH:18]=[CH:17][CH:16]=2)[CH2:13][CH3:14])(=[O:9])=[O:10])=[CH:6][CH:7]=1. The yield is 0.650. (4) The reactants are [C:1]([C:5]1[CH:10]=[C:9]([C:11]([CH3:14])([CH3:13])[CH3:12])[CH:8]=[CH:7][C:6]=1[OH:15])([CH3:4])([CH3:3])[CH3:2].[CH3:16][C:17]1[CH:18]=[C:19]([CH:22]=[CH:23][C:24]=1[CH3:25])[CH:20]=O.[CH3:26][NH:27][CH3:28]. The catalyst is O. The product is [C:1]([C:5]1[CH:10]=[C:9]([C:11]([CH3:14])([CH3:13])[CH3:12])[CH:8]=[C:7]([CH:20]([N:27]([CH3:28])[CH3:26])[C:19]2[CH:22]=[CH:23][C:24]([CH3:25])=[C:17]([CH3:16])[CH:18]=2)[C:6]=1[OH:15])([CH3:4])([CH3:3])[CH3:2]. The yield is 0.590. (5) The reactants are Br[CH2:2][C:3]([O:5][CH2:6][CH3:7])=[O:4].[CH:8]([NH2:11])([CH3:10])[CH3:9]. The catalyst is C1(C)C=CC=CC=1. The product is [CH2:6]([O:5][C:3](=[O:4])[CH2:2][NH:11][CH:8]([CH3:10])[CH3:9])[CH3:7]. The yield is 0.540. (6) The reactants are [Br:1][C:2]1[CH:10]=[C:9]2[C:5]([C:6]([CH:11]=[O:12])=[CH:7][NH:8]2)=[CH:4][CH:3]=1.[H-].[Na+].[N:15]1[CH:20]=[CH:19][CH:18]=[C:17]([S:21](Cl)(=[O:23])=[O:22])[CH:16]=1.[Cl-].[NH4+]. The catalyst is O1CCCC1. The product is [Br:1][C:2]1[CH:10]=[C:9]2[C:5]([C:6]([CH:11]=[O:12])=[CH:7][N:8]2[S:21]([C:17]2[CH:16]=[N:15][CH:20]=[CH:19][CH:18]=2)(=[O:23])=[O:22])=[CH:4][CH:3]=1. The yield is 0.877. (7) The reactants are [Cl:1][CH2:2][CH2:3][N:4]=[C:5]=[O:6].[Cl:7][C:8]1[CH:9]=[C:10]([NH:22][C:23]2[C:32]3[C:27](=[CH:28][CH:29]=[CH:30][C:31]=3[O:33][CH2:34][CH2:35][NH:36][CH3:37])[N:26]=[CH:25][N:24]=2)[CH:11]=[CH:12][C:13]=1[O:14][CH2:15][C:16]1[CH:21]=[CH:20][CH:19]=[CH:18][N:17]=1. No catalyst specified. The product is [Cl:1][CH2:2][CH2:3][NH:4][C:5](=[O:6])[N:36]([CH2:35][CH2:34][O:33][C:31]1[CH:30]=[CH:29][CH:28]=[C:27]2[C:32]=1[C:23]([NH:22][C:10]1[CH:11]=[CH:12][C:13]([O:14][CH2:15][C:16]3[CH:21]=[CH:20][CH:19]=[CH:18][N:17]=3)=[C:8]([Cl:7])[CH:9]=1)=[N:24][CH:25]=[N:26]2)[CH3:37]. The yield is 0.800. (8) The reactants are C[O:2][C:3]([C:5]1[O:6][C:7]([CH2:10][O:11][C:12]2[CH:17]=[CH:16][C:15](I)=[CH:14][CH:13]=2)=[CH:8][CH:9]=1)=[O:4].[CH3:19][C:20]1[CH:25]=[CH:24][C:23](B(O)O)=[CH:22][CH:21]=1.[OH-].[Na+]. The catalyst is C([O-])(=O)C.[Pd+2].C([O-])(=O)C.O. The product is [CH3:19][C:20]1[CH:25]=[CH:24][C:23]([C:15]2[CH:16]=[CH:17][C:12]([O:11][CH2:10][C:7]3[O:6][C:5]([C:3]([OH:2])=[O:4])=[CH:9][CH:8]=3)=[CH:13][CH:14]=2)=[CH:22][CH:21]=1. The yield is 0.840. (9) The reactants are [CH:1]1[C:4]2[CH:5]=[CH:6][C:7]([CH:9]3[CH2:14][CH:13]4[CH2:15][CH:10]3[CH:11]=[CH:12]4)=[CH:8][C:3]=2[CH:2]=1.[CH2:16]1[CH:20]2[CH:19]3[CH:18]=[CH:17][CH:16]([CH:19]2[CH:18]=[CH:17]1)[CH2:20]3.C=CCCCC.C(OCC)=C. The catalyst is C1COCC1.CO. The product is [CH:14]1[CH2:13][CH:15]=[CH:10][CH:9]=1.[CH:20]1[CH2:19][CH:18]=[CH:17][CH:16]=1.[CH:1]1[C:4]2[CH:5]=[CH:6][C:7]([CH:9]3[CH2:14][CH:13]4[CH2:15][CH:10]3[CH:11]=[CH:12]4)=[CH:8][C:3]=2[CH:2]=1. The yield is 0.900. (10) The reactants are [C:1]([C@H:4]1[CH2:6][C@@H:5]1[C:7]([O:9][CH3:10])=[O:8])(Cl)=[O:2].[Cl-].[Cl-].[Cl-].[Al+3].[Cl:15][C:16]1[C:24]2[O:23][CH2:22][CH2:21][C:20]=2[CH:19]=[CH:18][CH:17]=1.Cl. The product is [Cl:15][C:16]1[C:24]2[O:23][CH2:22][CH2:21][C:20]=2[CH:19]=[C:18]([C:1]([C@H:4]2[CH2:6][C@@H:5]2[C:7]([O:9][CH3:10])=[O:8])=[O:2])[CH:17]=1. The catalyst is ClCCCl. The yield is 0.210.